This data is from Forward reaction prediction with 1.9M reactions from USPTO patents (1976-2016). The task is: Predict the product of the given reaction. Given the reactants C(Cl)(=O)OC.C(N(CC)CC)C.[CH2:13]([C:15]1[C:20]([O:21]C(OC)=O)=[CH:19][C:18]([O:26]C(OC)=O)=[C:17]([C:31]2[CH:36]=[CH:35][CH:34]=[C:33]([CH3:37])[CH:32]=2)[C:16]=1[CH2:38][CH2:39][O:40][CH2:41][CH2:42][O:43][CH3:44])[CH3:14].[BH4-].[Na+].N, predict the reaction product. The product is: [CH2:13]([C:15]1[C:20]([OH:21])=[CH:19][C:18]([OH:26])=[C:17]([C:31]2[CH:36]=[CH:35][CH:34]=[C:33]([CH3:37])[CH:32]=2)[C:16]=1[CH2:38][CH2:39][O:40][CH2:41][CH2:42][O:43][CH3:44])[CH3:14].